Task: Predict the reactants needed to synthesize the given product.. Dataset: Full USPTO retrosynthesis dataset with 1.9M reactions from patents (1976-2016) (1) The reactants are: Cl[C:2]1[C:11]2[C:6](=[CH:7][CH:8]=[CH:9][CH:10]=2)[N:5]=[C:4]2[N:12]([C:16]3[CH:21]=[CH:20][CH:19]=[CH:18][N:17]=3)[N:13]=[C:14]([CH3:15])[C:3]=12.O1CCCC1.[CH3:27][NH:28][CH3:29]. Given the product [CH3:27][N:28]([CH3:29])[C:2]1[C:11]2[C:6](=[CH:7][CH:8]=[CH:9][CH:10]=2)[N:5]=[C:4]2[N:12]([C:16]3[CH:21]=[CH:20][CH:19]=[CH:18][N:17]=3)[N:13]=[C:14]([CH3:15])[C:3]=12, predict the reactants needed to synthesize it. (2) Given the product [CH2:1]([NH:8][C:32]([C:28]1[N:29]([CH3:31])[CH:30]=[C:26]([NH:25][C:23]([C:18]2[C:17]([C:14]3[CH:13]=[CH:12][C:11]([C:10]([F:36])([F:9])[F:35])=[CH:16][CH:15]=3)=[CH:22][CH:21]=[CH:20][CH:19]=2)=[O:24])[CH:27]=1)=[O:33])[C:2]1[CH:7]=[CH:6][CH:5]=[CH:4][CH:3]=1, predict the reactants needed to synthesize it. The reactants are: [CH2:1]([NH2:8])[C:2]1[CH:7]=[CH:6][CH:5]=[CH:4][CH:3]=1.[F:9][C:10]([F:36])([F:35])[C:11]1[CH:16]=[CH:15][C:14]([C:17]2[C:18]([C:23]([NH:25][C:26]3[CH:27]=[C:28]([C:32](O)=[O:33])[N:29]([CH3:31])[CH:30]=3)=[O:24])=[CH:19][CH:20]=[CH:21][CH:22]=2)=[CH:13][CH:12]=1.CN(C(ON1N=NC2C=CC=CC1=2)=[N+](C)C)C.[B-](F)(F)(F)F.C(N(C(C)C)C(C)C)C.